This data is from Forward reaction prediction with 1.9M reactions from USPTO patents (1976-2016). The task is: Predict the product of the given reaction. Given the reactants C(N(C(C)C)CC)(C)C.CN(C(ON1N=NC2C=CC=NC1=2)=[N+](C)C)C.F[P-](F)(F)(F)(F)F.[C:34]1([N:40]2[CH2:45][CH2:44][NH:43][CH2:42][CH2:41]2)[CH:39]=[CH:38][CH:37]=[CH:36][CH:35]=1.[CH3:46][C:47]1[NH:51][N:50]=[C:49]([C:52](O)=[O:53])[CH:48]=1.[Cl-].[Na+], predict the reaction product. The product is: [CH3:46][C:47]1[NH:51][N:50]=[C:49]([C:52]([N:43]2[CH2:44][CH2:45][N:40]([C:34]3[CH:39]=[CH:38][CH:37]=[CH:36][CH:35]=3)[CH2:41][CH2:42]2)=[O:53])[CH:48]=1.